From a dataset of Forward reaction prediction with 1.9M reactions from USPTO patents (1976-2016). Predict the product of the given reaction. (1) The product is: [CH3:15][O:16][C:17]1[CH:22]=[CH:21][C:20]([CH2:23][C:24]2[NH:5][N:6]=[C:7]([NH2:9])[N:8]=2)=[CH:19][CH:18]=1. Given the reactants [N+]([O-])(O)=O.[NH2:5][NH:6][C:7]([NH2:9])=[NH:8].CO.C[O-].[Na+].[CH3:15][O:16][C:17]1[CH:22]=[CH:21][C:20]([CH2:23][C:24](OC)=O)=[CH:19][CH:18]=1, predict the reaction product. (2) Given the reactants C([O:8][C:9]1[CH:10]=[C:11]([C@@H:15]([NH:24][C:25]([C@@H:27]2[CH2:32][CH2:31][CH2:30][N:29]([C:33](=[O:49])[CH2:34][CH2:35][CH:36]3[CH2:41][CH2:40][N:39]([C:42]([O:44][C:45]([CH3:48])([CH3:47])[CH3:46])=[O:43])[CH2:38][CH2:37]3)[CH2:28]2)=[O:26])[CH2:16][C:17]([O:19][C:20]([CH3:23])([CH3:22])[CH3:21])=[O:18])[CH:12]=[N:13][CH:14]=1)C1C=CC=CC=1, predict the reaction product. The product is: [C:20]([O:19][C:17](=[O:18])[CH2:16][C@H:15]([NH:24][C:25]([C@@H:27]1[CH2:32][CH2:31][CH2:30][N:29]([C:33](=[O:49])[CH2:34][CH2:35][CH:36]2[CH2:37][CH2:38][N:39]([C:42]([O:44][C:45]([CH3:48])([CH3:47])[CH3:46])=[O:43])[CH2:40][CH2:41]2)[CH2:28]1)=[O:26])[C:11]1[CH:12]=[N:13][CH:14]=[C:9]([OH:8])[CH:10]=1)([CH3:21])([CH3:23])[CH3:22]. (3) Given the reactants [CH:1]([N:4]1[C:12]2[C:7](=[CH:8][CH:9]=[C:10]([NH:13][S:14]([CH3:17])(=[O:16])=[O:15])[CH:11]=2)[C:6]([C:18]2[CH:23]=[CH:22][C:21]([C:24]#[C:25][Si](C)(C)C)=[CH:20][CH:19]=2)=[CH:5]1)([CH3:3])[CH3:2].C(N1C2C(=CC=C(NS(C)(=O)=O)C=2)C(C2C=CC(C#C[Si](C)(C)C)=CN=2)=C1)(C)C.C(=O)([O-])[O-].[K+].[K+].Cl, predict the reaction product. The product is: [C:24]([C:21]1[CH:20]=[CH:19][C:18]([C:6]2[C:7]3[C:12](=[CH:11][C:10]([NH:13][S:14]([CH3:17])(=[O:15])=[O:16])=[CH:9][CH:8]=3)[N:4]([CH:1]([CH3:3])[CH3:2])[CH:5]=2)=[CH:23][CH:22]=1)#[CH:25]. (4) Given the reactants [Br:1][C:2]1[CH:3]=[N:4][CH:5]=[C:6]([CH:23]=1)[C:7]([NH:9][C:10]1[CH:15]=[CH:14][CH:13]=[CH:12][C:11]=1[NH:16][C:17]1[CH:22]=[CH:21][CH:20]=[CH:19][CH:18]=1)=O.P(Cl)(Cl)(Cl)=O, predict the reaction product. The product is: [Br:1][C:2]1[CH:23]=[C:6]([C:7]2[N:16]([C:17]3[CH:22]=[CH:21][CH:20]=[CH:19][CH:18]=3)[C:11]3[CH:12]=[CH:13][CH:14]=[CH:15][C:10]=3[N:9]=2)[CH:5]=[N:4][CH:3]=1. (5) Given the reactants Cl.[C:2]12([NH2:12])[CH2:11][CH:6]3[CH2:7][CH:8]([CH2:10][CH:4]([CH2:5]3)[CH2:3]1)[CH2:9]2.[OH-].[K+], predict the reaction product. The product is: [C:2]12([NH2:12])[CH2:9][CH:8]3[CH2:7][CH:6]([CH2:5][CH:4]([CH2:10]3)[CH2:3]1)[CH2:11]2. (6) Given the reactants [CH:1]1([N:4]2[C:9]3[N:10]=[C:11](S(C)(=O)=O)[N:12]=[CH:13][C:8]=3[CH:7]=[C:6]([O:18][C:19]3[CH:24]=[CH:23][CH:22]=[CH:21][C:20]=3[F:25])[C:5]2=[O:26])[CH2:3][CH2:2]1.[CH3:27][S:28]([N:31]1[CH2:36][CH2:35][CH:34]([NH2:37])[CH2:33][CH2:32]1)(=[O:30])=[O:29].C(OCC)(=O)C.O, predict the reaction product. The product is: [CH:1]1([N:4]2[C:9]3[N:10]=[C:11]([NH:37][CH:34]4[CH2:35][CH2:36][N:31]([S:28]([CH3:27])(=[O:30])=[O:29])[CH2:32][CH2:33]4)[N:12]=[CH:13][C:8]=3[CH:7]=[C:6]([O:18][C:19]3[CH:24]=[CH:23][CH:22]=[CH:21][C:20]=3[F:25])[C:5]2=[O:26])[CH2:3][CH2:2]1. (7) Given the reactants [Br:1][CH2:2]/[CH:3]=[C:4](/[C:6]1[CH:11]=[CH:10][CH:9]=[C:8]([N+:12]([O-:14])=[O:13])[CH:7]=1)\[CH3:5].[N+](=[CH:17][C:18]([O:20][CH2:21][CH3:22])=[O:19])=[N-], predict the reaction product. The product is: [Br:1][CH2:2][CH:3]1[CH:17]([C:18]([O:20][CH2:21][CH3:22])=[O:19])[C:4]1([CH3:5])[C:6]1[CH:11]=[CH:10][CH:9]=[C:8]([N+:12]([O-:14])=[O:13])[CH:7]=1. (8) Given the reactants [C:1]([C:4]1[CH:11]=[CH:10][C:7]([CH:8]=[O:9])=[CH:6][CH:5]=1)([OH:3])=O.C(Cl)(=O)C(Cl)=O.[C:18]([NH:22][CH2:23][CH2:24][C:25]([O:27][C:28]([CH3:31])([CH3:30])[CH3:29])=[O:26])([CH3:21])([CH3:20])[CH3:19].C(N(CC)CC)C, predict the reaction product. The product is: [C:18]([N:22]([CH2:23][CH2:24][C:25]([O:27][C:28]([CH3:31])([CH3:30])[CH3:29])=[O:26])[C:1](=[O:3])[C:4]1[CH:11]=[CH:10][C:7]([CH:8]=[O:9])=[CH:6][CH:5]=1)([CH3:21])([CH3:20])[CH3:19]. (9) Given the reactants [Cl:1][C:2]1[CH:7]=[CH:6][C:5]([C@H:8]2[C@H:13]([O:14][CH2:15][C:16]3[CH:21]=[CH:20][CH:19]=[CH:18][CH:17]=3)[C@@H:12]([O:22][CH2:23][C:24]3[CH:29]=[CH:28][CH:27]=[CH:26][CH:25]=3)[C@H:11]([O:30][CH2:31][C:32]3[CH:37]=[CH:36][CH:35]=[CH:34][CH:33]=3)[C@@H:10]([CH2:38][O:39][CH2:40][C:41]3[CH:46]=[CH:45][CH:44]=[CH:43][CH:42]=3)[O:9]2)=[CH:4][C:3]=1[CH2:47][C:48]([OH:50])=O.Cl.[NH2:52][CH2:53][C:54]([C:56]1[CH:60]=[CH:59][S:58][CH:57]=1)=[O:55].CCN=C=NCCCN(C)C.C1C=CC2N(O)N=NC=2C=1.CN1CCOCC1.Cl, predict the reaction product. The product is: [Cl:1][C:2]1[CH:7]=[CH:6][C:5]([C@H:8]2[C@H:13]([O:14][CH2:15][C:16]3[CH:17]=[CH:18][CH:19]=[CH:20][CH:21]=3)[C@@H:12]([O:22][CH2:23][C:24]3[CH:29]=[CH:28][CH:27]=[CH:26][CH:25]=3)[C@H:38]([O:39][CH2:40][C:41]3[CH:46]=[CH:45][CH:44]=[CH:43][CH:42]=3)[C@@H:10]([CH2:11][O:30][CH2:31][C:32]3[CH:33]=[CH:34][CH:35]=[CH:36][CH:37]=3)[O:9]2)=[CH:4][C:3]=1[CH2:47][C:48]([NH:52][CH2:53][C:54](=[O:55])[C:56]1[CH:60]=[CH:59][S:58][CH:57]=1)=[O:50]. (10) Given the reactants [Cl:1][C:2]1[N:7]=[C:6]([CH2:8][C:9]([C:11]2[C:12]([F:29])=[C:13]([NH:17][S:18]([C:21]3[C:26]([F:27])=[CH:25][CH:24]=[CH:23][C:22]=3[F:28])(=[O:20])=[O:19])[CH:14]=[CH:15][CH:16]=2)=O)[CH:5]=[CH:4][N:3]=1.C1C(=O)N(Br)C(=O)C1.[N:38]1([C:46](=[S:48])[NH2:47])[CH2:43][CH2:42][S:41](=[O:45])(=[O:44])[CH2:40][CH2:39]1, predict the reaction product. The product is: [Cl:1][C:2]1[N:7]=[C:6]([C:8]2[S:48][C:46]([N:38]3[CH2:43][CH2:42][S:41](=[O:45])(=[O:44])[CH2:40][CH2:39]3)=[N:47][C:9]=2[C:11]2[C:12]([F:29])=[C:13]([NH:17][S:18]([C:21]3[C:26]([F:27])=[CH:25][CH:24]=[CH:23][C:22]=3[F:28])(=[O:20])=[O:19])[CH:14]=[CH:15][CH:16]=2)[CH:5]=[CH:4][N:3]=1.